Task: Predict the reaction yield, written as a fraction of the theoretical maximum amount of product (1.0 means a 100% yield; for example, 0.34 means a 34% yield).. Dataset: Reaction yield outcomes from USPTO patents with 853,638 reactions The reactants are [CH3:1][C@@H:2]1[N:23]2[C:6]3[C:7]([C:19]([C:21]([C:24]([OH:26])=[O:25])=[CH:22]2)=[O:20])=[CH:8][C:9]([F:18])=[C:10]([N:11]2[CH2:16][CH2:15][N:14]([CH3:17])[CH2:13][CH2:12]2)[C:5]=3[O:4][CH2:3]1.S(S([O-])=O)([O-])(=O)=[O:28].[Na+].[Na+]. The catalyst is CCCCO.O. The product is [CH3:1][C@@H:2]1[N:23]2[CH:22]=[C:21]([C:24]([OH:26])=[O:25])[C:19]([C:7]3=[CH:8][C:9]([F:18])=[C:10]([N:11]4[CH2:16][CH2:15][N:14]([CH3:17])[CH2:13][CH2:12]4)[C:5](=[C:6]23)[O:4][CH2:3]1)=[O:20].[CH3:1][C@@H:2]1[N:23]2[CH:22]=[C:21]([C:24]([OH:26])=[O:25])[C:19]([C:7]3=[CH:8][C:9]([F:18])=[C:10]([N:11]4[CH2:16][CH2:15][N:14]([CH3:17])[CH2:13][CH2:12]4)[C:5](=[C:6]23)[O:4][CH2:3]1)=[O:20].[OH2:28]. The yield is 0.810.